Dataset: Full USPTO retrosynthesis dataset with 1.9M reactions from patents (1976-2016). Task: Predict the reactants needed to synthesize the given product. (1) The reactants are: [OH:1][C:2]1[CH:7]=[CH:6][C:5]([CH2:8][NH:9][C:10](=[O:18])[C:11]2[CH:16]=[CH:15][CH:14]=[N:13][C:12]=2[NH2:17])=[CH:4][CH:3]=1.[Cl:19][C:20]1[CH:21]=[C:22]([CH:25]=[CH:26][CH:27]=1)[CH2:23]Cl.C(=O)([O-])[O-].[Cs+].[Cs+].CN(C=O)C. Given the product [Cl:19][C:20]1[CH:21]=[C:22]([CH:25]=[CH:26][CH:27]=1)[CH2:23][O:1][C:2]1[CH:3]=[CH:4][C:5]([CH2:8][NH:9][C:10](=[O:18])[C:11]2[CH:16]=[CH:15][CH:14]=[N:13][C:12]=2[NH2:17])=[CH:6][CH:7]=1, predict the reactants needed to synthesize it. (2) Given the product [F:1][C:2]1[C:7]2[N:8]=[C:9]([C:11]3[CH2:16][CH2:15][NH:14][CH:13]([CH3:24])[CH:12]=3)[S:10][C:6]=2[CH:5]=[CH:4][CH:3]=1, predict the reactants needed to synthesize it. The reactants are: [F:1][C:2]1[C:7]2[N:8]=[C:9]([C:11]3[CH2:16][CH2:15][N:14](C(OC(C)(C)C)=O)[CH:13]([CH3:24])[CH:12]=3)[S:10][C:6]=2[CH:5]=[CH:4][CH:3]=1.FC(F)(F)C(O)=O.